This data is from Full USPTO retrosynthesis dataset with 1.9M reactions from patents (1976-2016). The task is: Predict the reactants needed to synthesize the given product. Given the product [OH:39][C:35]([C:29]1[CH:34]=[CH:33][CH:32]=[CH:31][CH:30]=1)([CH3:38])[CH2:36][O:37][CH2:27][C:22]1[C:23]([CH3:26])=[N:24][O:25][C:21]=1[C:18]1[CH:19]=[CH:20][C:15]([C:12]2[CH:11]=[CH:10][C:9]([C:6]3([C:4]([OH:3])=[O:5])[CH2:8][CH2:7]3)=[CH:14][CH:13]=2)=[CH:16][CH:17]=1, predict the reactants needed to synthesize it. The reactants are: C([O:3][C:4]([C:6]1([C:9]2[CH:14]=[CH:13][C:12]([C:15]3[CH:20]=[CH:19][C:18]([C:21]4[O:25][N:24]=[C:23]([CH3:26])[C:22]=4[CH2:27]Br)=[CH:17][CH:16]=3)=[CH:11][CH:10]=2)[CH2:8][CH2:7]1)=[O:5])C.[C:29]1([C:35]([OH:39])([CH3:38])[CH2:36][OH:37])[CH:34]=[CH:33][CH:32]=[CH:31][CH:30]=1.